Predict the product of the given reaction. From a dataset of Forward reaction prediction with 1.9M reactions from USPTO patents (1976-2016). (1) Given the reactants [N:1]1([C:6]2[C:15]3[C:10](=[N:11][C:12](Cl)=[C:13]([Cl:16])[N:14]=3)[N:9]=[C:8](Cl)[N:7]=2)[CH2:5][CH2:4][CH2:3][CH2:2]1.[OH:19][CH:20]1[CH2:25][CH2:24][NH:23][CH2:22][CH2:21]1.C(N(C(C)C)CC)(C)C.[NH:35]1[CH2:40][CH2:39][NH:38][CH2:37][CH2:36]1, predict the reaction product. The product is: [Cl:16][C:13]1[N:14]=[C:15]2[C:10](=[N:11][C:12]=1[N:23]1[CH2:24][CH2:25][CH:20]([OH:19])[CH2:21][CH2:22]1)[N:9]=[C:8]([N:35]1[CH2:40][CH2:39][NH:38][CH2:37][CH2:36]1)[N:7]=[C:6]2[N:1]1[CH2:5][CH2:4][CH2:3][CH2:2]1. (2) Given the reactants [NH:1]([C:3]1[CH:4]=[C:5]([CH:9]=[CH:10][C:11]=1[CH3:12])[C:6]([OH:8])=[O:7])[NH2:2].[CH3:13][CH:14]([CH3:18])C(O)=O.[CH:19](=O)[CH2:20]C=O.Cl.[OH-].[Na+], predict the reaction product. The product is: [CH2:19]([O:7][C:6](=[O:8])[C:5]1[CH:9]=[CH:10][C:11]([CH3:12])=[C:3]([N:1]2[CH:18]=[CH:14][CH:13]=[N:2]2)[CH:4]=1)[CH3:20]. (3) The product is: [NH2:14][C:11]1[CH:12]=[C:13]2[C:8](=[CH:9][C:10]=1[F:21])[C:6](=[O:7])[CH:5]([CH2:1][CH2:2][CH2:3][CH3:4])[CH2:22]2. Given the reactants [CH2:1]([C:5](=[CH2:22])[C:6]([C:8]1[CH:13]=[CH:12][C:11]([NH:14]C(=O)C(C)(C)C)=[C:10]([F:21])[CH:9]=1)=[O:7])[CH2:2][CH2:3][CH3:4].OS(O)(=O)=O, predict the reaction product.